The task is: Predict the product of the given reaction.. This data is from Forward reaction prediction with 1.9M reactions from USPTO patents (1976-2016). (1) The product is: [NH2:5][C:6]([CH:9]1[CH2:10][CH2:11][CH:12]([C:15]2[S:16][C:17]([C:20]3[CH:21]=[CH:22][C:23]([NH:26][C:27]([NH:29][C:30]4[CH:35]=[C:34]([F:36])[C:33]([F:37])=[CH:32][C:31]=4[F:38])=[O:28])=[CH:24][CH:25]=3)=[CH:18][N:19]=2)[CH2:13][CH2:14]1)([CH3:8])[CH3:7]. Given the reactants ClCC([NH:5][C:6]([CH:9]1[CH2:14][CH2:13][CH:12]([C:15]2[S:16][C:17]([C:20]3[CH:25]=[CH:24][C:23]([NH:26][C:27]([NH:29][C:30]4[CH:35]=[C:34]([F:36])[C:33]([F:37])=[CH:32][C:31]=4[F:38])=[O:28])=[CH:22][CH:21]=3)=[CH:18][N:19]=2)[CH2:11][CH2:10]1)([CH3:8])[CH3:7])=O.NC(N)=S.[OH-].[Na+].O, predict the reaction product. (2) Given the reactants Cl[C:2]1[N:7]2[N:8]=[C:9]([C:21]3[CH:26]=[CH:25][C:24]([O:27][CH3:28])=[CH:23][CH:22]=3)[C:10]([C:11]3[CH:16]=[CH:15][N:14]=[C:13]([NH:17][CH:18]4[CH2:20][CH2:19]4)[N:12]=3)=[C:6]2[CH:5]=[CH:4][CH:3]=1.[NH:29]1[CH2:34][CH2:33][O:32][CH2:31][CH2:30]1, predict the reaction product. The product is: [CH:18]1([NH:17][C:13]2[N:12]=[C:11]([C:10]3[C:9]([C:21]4[CH:26]=[CH:25][C:24]([O:27][CH3:28])=[CH:23][CH:22]=4)=[N:8][N:7]4[C:2]([N:29]5[CH2:34][CH2:33][O:32][CH2:31][CH2:30]5)=[CH:3][CH:4]=[CH:5][C:6]=34)[CH:16]=[CH:15][N:14]=2)[CH2:20][CH2:19]1. (3) Given the reactants [F:1][C:2]1[CH:11]=[C:10]([NH:12][S:13]([C:16]2[CH:21]=[CH:20][C:19](I)=[CH:18][CH:17]=2)(=[O:15])=[O:14])[CH:9]=[C:8]([F:23])[C:3]=1[C:4]([O:6]C)=[O:5].P([O-])([O-])([O-])=O.[K+].[K+].[K+].[NH:32]1[CH:36]=[CH:35][CH:34]=[CH:33]1.CN[C@@H]1CCCC[C@H]1NC.[OH-].[Na+].Cl, predict the reaction product. The product is: [F:1][C:2]1[CH:11]=[C:10]([NH:12][S:13]([C:16]2[CH:21]=[CH:20][C:19]([N:32]3[CH:36]=[CH:35][CH:34]=[CH:33]3)=[CH:18][CH:17]=2)(=[O:15])=[O:14])[CH:9]=[C:8]([F:23])[C:3]=1[C:4]([OH:6])=[O:5]. (4) Given the reactants [CH3:1][C:2]1[C:6]2[C:7]([O:12][C:13]3[CH:18]=[CH:17][C:16]([N+:19]([O-])=O)=[CH:15][CH:14]=3)=[CH:8][C:9]([CH3:11])=[CH:10][C:5]=2[O:4][N:3]=1.O.O.[Sn](Cl)(Cl)(Cl)Cl, predict the reaction product. The product is: [CH3:1][C:2]1[C:6]2[C:7]([O:12][C:13]3[CH:18]=[CH:17][C:16]([NH2:19])=[CH:15][CH:14]=3)=[CH:8][C:9]([CH3:11])=[CH:10][C:5]=2[O:4][N:3]=1. (5) Given the reactants [CH3:1][C:2]([CH3:5])([O-])[CH3:3].[K+].[C:7]([O:10][CH2:11][CH2:12]CC(=O)C)(=[O:9])[CH3:8], predict the reaction product. The product is: [C:7]([O:10][CH2:11][CH2:12][CH2:1][C:2]([CH3:5])=[CH2:3])(=[O:9])[CH3:8]. (6) The product is: [Cl:22][C:16]1[CH:17]=[C:18]([Cl:21])[CH:19]=[CH:20][C:15]=1[C:13]1[N:14]=[C:10](/[CH:9]=[CH:8]/[C:4]2[CH:3]=[C:2]([C:30]3[CH:29]=[CH:28][CH:27]=[C:26]([OH:25])[CH:31]=3)[CH:7]=[CH:6][CH:5]=2)[N:11]([CH2:23][CH3:24])[CH:12]=1. Given the reactants Br[C:2]1[CH:3]=[C:4](/[CH:8]=[CH:9]/[C:10]2[N:11]([CH2:23][CH3:24])[CH:12]=[C:13]([C:15]3[CH:20]=[CH:19][C:18]([Cl:21])=[CH:17][C:16]=3[Cl:22])[N:14]=2)[CH:5]=[CH:6][CH:7]=1.[OH:25][C:26]1[CH:27]=[C:28](B(O)O)[CH:29]=[CH:30][CH:31]=1, predict the reaction product. (7) Given the reactants [F:1][CH:2]([F:23])[O:3][C:4]1[CH:9]=[CH:8][C:7]([C:10]2[CH:11]=[C:12]3[C:16](=[CH:17][CH:18]=2)[C:15](=[O:19])[O:14][CH2:13]3)=[C:6]([OH:20])[C:5]=1[O:21][CH3:22].C(=O)([O-])[O-].[K+].[K+].Br[CH2:31][C:32]1([CH2:36][OH:37])[CH2:35][O:34][CH2:33]1, predict the reaction product. The product is: [F:23][CH:2]([F:1])[O:3][C:4]1[CH:9]=[CH:8][C:7]([C:10]2[CH:11]=[C:12]3[C:16](=[CH:17][CH:18]=2)[C:15](=[O:19])[O:14][CH2:13]3)=[C:6]([O:20][CH2:31][C:32]2([CH2:36][OH:37])[CH2:35][O:34][CH2:33]2)[C:5]=1[O:21][CH3:22]. (8) Given the reactants COP([CH2:7][C:8](=[O:16])[C:9]([F:15])([F:14])[CH2:10][CH2:11][CH2:12][CH3:13])(=O)OC.O.[OH-].[Li+].O.[O:21]=[C:22]1[O:26][C@H:25]2[CH2:27][C@@H:28]([O:32][C:33]([C:35]3[CH:40]=[CH:39][CH:38]=[CH:37][CH:36]=3)=[O:34])[C@H:29]([CH:30]=O)[C@H:24]2[CH2:23]1, predict the reaction product. The product is: [F:15][C:9]([F:14])([CH2:10][CH2:11][CH2:12][CH3:13])[C:8](=[O:16])/[CH:7]=[CH:30]/[C@@H:29]1[C@@H:24]2[C@@H:25]([O:26][C:22](=[O:21])[CH2:23]2)[CH2:27][C@H:28]1[O:32][C:33]([C:35]1[CH:40]=[CH:39][CH:38]=[CH:37][CH:36]=1)=[O:34].